This data is from NCI-60 drug combinations with 297,098 pairs across 59 cell lines. The task is: Regression. Given two drug SMILES strings and cell line genomic features, predict the synergy score measuring deviation from expected non-interaction effect. Drug 2: CN(C(=O)NC(C=O)C(C(C(CO)O)O)O)N=O. Drug 1: C1CC(=O)NC(=O)C1N2C(=O)C3=CC=CC=C3C2=O. Cell line: 786-0. Synergy scores: CSS=-17.8, Synergy_ZIP=-9.05, Synergy_Bliss=-30.3, Synergy_Loewe=-42.3, Synergy_HSA=-42.3.